Dataset: NCI-60 drug combinations with 297,098 pairs across 59 cell lines. Task: Regression. Given two drug SMILES strings and cell line genomic features, predict the synergy score measuring deviation from expected non-interaction effect. (1) Drug 1: CC1=C2C(C(=O)C3(C(CC4C(C3C(C(C2(C)C)(CC1OC(=O)C(C(C5=CC=CC=C5)NC(=O)OC(C)(C)C)O)O)OC(=O)C6=CC=CC=C6)(CO4)OC(=O)C)OC)C)OC. Drug 2: C1=CC=C(C(=C1)C(C2=CC=C(C=C2)Cl)C(Cl)Cl)Cl. Cell line: UACC62. Synergy scores: CSS=53.2, Synergy_ZIP=14.5, Synergy_Bliss=15.6, Synergy_Loewe=-19.6, Synergy_HSA=15.5. (2) Drug 1: C1=NC(=NC(=O)N1C2C(C(C(O2)CO)O)O)N. Drug 2: CCC1(CC2CC(C3=C(CCN(C2)C1)C4=CC=CC=C4N3)(C5=C(C=C6C(=C5)C78CCN9C7C(C=CC9)(C(C(C8N6C)(C(=O)OC)O)OC(=O)C)CC)OC)C(=O)OC)O.OS(=O)(=O)O. Cell line: LOX IMVI. Synergy scores: CSS=-0.715, Synergy_ZIP=2.91, Synergy_Bliss=2.69, Synergy_Loewe=0.519, Synergy_HSA=-0.995. (3) Drug 1: CC1C(C(CC(O1)OC2CC(OC(C2O)C)OC3=CC4=CC5=C(C(=O)C(C(C5)C(C(=O)C(C(C)O)O)OC)OC6CC(C(C(O6)C)O)OC7CC(C(C(O7)C)O)OC8CC(C(C(O8)C)O)(C)O)C(=C4C(=C3C)O)O)O)O. Drug 2: C1=NC2=C(N=C(N=C2N1C3C(C(C(O3)CO)O)F)Cl)N. Cell line: KM12. Synergy scores: CSS=20.7, Synergy_ZIP=-5.59, Synergy_Bliss=-11.8, Synergy_Loewe=-19.2, Synergy_HSA=-12.0. (4) Drug 1: CC1CCC2CC(C(=CC=CC=CC(CC(C(=O)C(C(C(=CC(C(=O)CC(OC(=O)C3CCCCN3C(=O)C(=O)C1(O2)O)C(C)CC4CCC(C(C4)OC)O)C)C)O)OC)C)C)C)OC. Drug 2: CC12CCC3C(C1CCC2O)C(CC4=C3C=CC(=C4)O)CCCCCCCCCS(=O)CCCC(C(F)(F)F)(F)F. Cell line: U251. Synergy scores: CSS=-3.23, Synergy_ZIP=-1.83, Synergy_Bliss=-9.22, Synergy_Loewe=-9.02, Synergy_HSA=-8.55. (5) Drug 1: CS(=O)(=O)CCNCC1=CC=C(O1)C2=CC3=C(C=C2)N=CN=C3NC4=CC(=C(C=C4)OCC5=CC(=CC=C5)F)Cl. Drug 2: C#CCC(CC1=CN=C2C(=N1)C(=NC(=N2)N)N)C3=CC=C(C=C3)C(=O)NC(CCC(=O)O)C(=O)O. Cell line: NCI/ADR-RES. Synergy scores: CSS=11.2, Synergy_ZIP=-3.65, Synergy_Bliss=-6.80, Synergy_Loewe=-8.31, Synergy_HSA=-2.75. (6) Drug 2: C1CCC(C(C1)N)N.C(=O)(C(=O)[O-])[O-].[Pt+4]. Cell line: HOP-62. Drug 1: COC1=C2C(=CC3=C1OC=C3)C=CC(=O)O2. Synergy scores: CSS=6.39, Synergy_ZIP=8.18, Synergy_Bliss=-3.24, Synergy_Loewe=-10.2, Synergy_HSA=-6.56. (7) Drug 1: CCC1(CC2CC(C3=C(CCN(C2)C1)C4=CC=CC=C4N3)(C5=C(C=C6C(=C5)C78CCN9C7C(C=CC9)(C(C(C8N6C=O)(C(=O)OC)O)OC(=O)C)CC)OC)C(=O)OC)O.OS(=O)(=O)O. Drug 2: CC1=C(N=C(N=C1N)C(CC(=O)N)NCC(C(=O)N)N)C(=O)NC(C(C2=CN=CN2)OC3C(C(C(C(O3)CO)O)O)OC4C(C(C(C(O4)CO)O)OC(=O)N)O)C(=O)NC(C)C(C(C)C(=O)NC(C(C)O)C(=O)NCCC5=NC(=CS5)C6=NC(=CS6)C(=O)NCCC[S+](C)C)O. Cell line: SF-539. Synergy scores: CSS=45.4, Synergy_ZIP=-5.27, Synergy_Bliss=-6.22, Synergy_Loewe=-1.20, Synergy_HSA=-1.58. (8) Drug 1: CC1=CC=C(C=C1)C2=CC(=NN2C3=CC=C(C=C3)S(=O)(=O)N)C(F)(F)F. Drug 2: CCC1=C2CN3C(=CC4=C(C3=O)COC(=O)C4(CC)O)C2=NC5=C1C=C(C=C5)O. Cell line: NCI-H522. Synergy scores: CSS=23.3, Synergy_ZIP=4.34, Synergy_Bliss=4.41, Synergy_Loewe=-23.3, Synergy_HSA=-0.982.